This data is from Forward reaction prediction with 1.9M reactions from USPTO patents (1976-2016). The task is: Predict the product of the given reaction. (1) Given the reactants [F:1][C:2]1[CH:28]=[CH:27][C:5]2[C:6]([CH:9]3[CH2:14][CH2:13][N:12]([CH2:15][CH2:16][NH:17][C:18]4[CH:23]=[N:22][N:21]([CH3:24])[C:20](=[O:25])[C:19]=4Cl)[CH2:11][CH2:10]3)=N[O:8][C:4]=2[CH:3]=1.C[OH:30].[OH-].[Na+], predict the reaction product. The product is: [F:1][C:2]1[CH:28]=[CH:27][C:5]([C:6]([CH:9]2[CH2:14][CH2:13][N:12]([CH2:15][CH2:16][NH:17][C:18]3[CH:23]=[N:22][N:21]([CH3:24])[C:20](=[O:25])[CH:19]=3)[CH2:11][CH2:10]2)=[O:30])=[C:4]([OH:8])[CH:3]=1. (2) Given the reactants Cl[S:2]([N:5]=C=O)(=[O:4])=[O:3].C(O)(C)(C)C.[Cl:13][C:14]1[CH:19]=[C:18]([C:20]2[CH:25]=[CH:24][C:23]([O:26][C:27]3[CH:32]=[CH:31][C:30]([F:33])=[CH:29][CH:28]=3)=[CH:22][CH:21]=2)[N:17]=[C:16]([NH2:34])[CH:15]=1.CCN(C(C)C)C(C)C, predict the reaction product. The product is: [Cl:13][C:14]1[CH:19]=[C:18]([C:20]2[CH:21]=[CH:22][C:23]([O:26][C:27]3[CH:32]=[CH:31][C:30]([F:33])=[CH:29][CH:28]=3)=[CH:24][CH:25]=2)[N:17]=[C:16]([NH:34][S:2]([NH2:5])(=[O:4])=[O:3])[CH:15]=1. (3) Given the reactants [Cl:1][C:2]1[CH:3]=[CH:4][C:5]([C:23]#[N:24])=[C:6]([C:8]2[C:13]([O:14][CH3:15])=[CH:12][N:11]([CH:16]([CH2:20][CH3:21])[C:17](O)=[O:18])[C:10](=[O:22])[CH:9]=2)[CH:7]=1.[NH2:25][C:26]1[CH:31]=[CH:30][C:29]([C:32]2[N:36]([C:37]([O:39][C:40]([CH3:43])([CH3:42])[CH3:41])=[O:38])[NH:35][C:34](=[O:44])[CH:33]=2)=[CH:28][CH:27]=1, predict the reaction product. The product is: [Cl:1][C:2]1[CH:3]=[CH:4][C:5]([C:23]#[N:24])=[C:6]([C:8]2[C:13]([O:14][CH3:15])=[CH:12][N:11]([CH:16]([CH2:20][CH3:21])[C:17]([NH:25][C:26]3[CH:31]=[CH:30][C:29]([C:32]4[N:36]([C:37]([O:39][C:40]([CH3:42])([CH3:41])[CH3:43])=[O:38])[NH:35][C:34](=[O:44])[CH:33]=4)=[CH:28][CH:27]=3)=[O:18])[C:10](=[O:22])[CH:9]=2)[CH:7]=1. (4) The product is: [CH:8]([C:6]1[N:7]=[C:2]([C:17]2[CH:18]=[CH:19][C:14]([C:12]([N:11]([CH3:23])[CH3:10])=[O:13])=[CH:15][CH:16]=2)[CH:3]=[CH:4][CH:5]=1)=[O:9]. Given the reactants Br[C:2]1[N:7]=[C:6]([CH:8]=[O:9])[CH:5]=[CH:4][CH:3]=1.[CH3:10][N:11]([CH3:23])[C:12]([C:14]1[CH:19]=[CH:18][C:17](B(O)O)=[CH:16][CH:15]=1)=[O:13].C([O-])([O-])=O.[Na+].[Na+], predict the reaction product. (5) Given the reactants C([O:8][C:9]1[C:14](=[O:15])[N:13]=[C:12]([CH2:16][C:17]2([C:22]3[CH:27]=[CH:26][C:25](Br)=[CH:24][CH:23]=3)[CH2:21][CH2:20][CH2:19][CH2:18]2)[N:11]2[CH2:29][CH2:30][N:31]([CH:34]([CH3:36])[CH3:35])[C:32](=[O:33])[C:10]=12)C1C=CC=CC=1.[CH3:37][N:38]1CCCC1=O, predict the reaction product. The product is: [OH:8][C:9]1[C:14](=[O:15])[N:13]=[C:12]([CH2:16][C:17]2([C:22]3[CH:27]=[CH:26][C:25]([C:37]#[N:38])=[CH:24][CH:23]=3)[CH2:18][CH2:19][CH2:20][CH2:21]2)[N:11]2[CH2:29][CH2:30][N:31]([CH:34]([CH3:36])[CH3:35])[C:32](=[O:33])[C:10]=12.